Dataset: Catalyst prediction with 721,799 reactions and 888 catalyst types from USPTO. Task: Predict which catalyst facilitates the given reaction. Reactant: [Cl:1][C:2]1[CH:17]=[CH:16][C:5]2[N:6]=[C:7]([NH:9][CH2:10][CH:11]3[CH2:15][CH2:14][NH:13][CH2:12]3)[O:8][C:4]=2[CH:3]=1.Cl.C(OC(N1CC[C@@H](CN)C1)=O)(C)(C)C.ClC1OC2C([F:43])=CC=CC=2N=1. Product: [ClH:1].[F:43][C:3]1[C:4]2[O:8][C:7]([NH:9][CH2:10][C@@H:11]3[CH2:15][CH2:14][NH:13][CH2:12]3)=[N:6][C:5]=2[CH:16]=[CH:17][CH:2]=1. The catalyst class is: 12.